From a dataset of Forward reaction prediction with 1.9M reactions from USPTO patents (1976-2016). Predict the product of the given reaction. (1) Given the reactants [CH3:1][O:2][C:3]1[N:4]=[C:5]2[C:10](=[CH:11][CH:12]=1)[N:9]=[CH:8][CH:7]=[C:6]2[CH2:13][CH2:14][N:15]1[CH2:20][CH2:19][CH2:18][CH:17]([CH2:21][NH2:22])[CH2:16]1.CCN(C(C)C)C(C)C.[O:32]=[C:33]1[CH2:38][S:37][C:36]2[CH:39]=[CH:40][C:41]([S:43](Cl)(=[O:45])=[O:44])=[N:42][C:35]=2[NH:34]1, predict the reaction product. The product is: [CH3:1][O:2][C:3]1[N:4]=[C:5]2[C:10](=[CH:11][CH:12]=1)[N:9]=[CH:8][CH:7]=[C:6]2[CH2:13][CH2:14][N:15]1[CH2:20][CH2:19][CH2:18][CH:17]([CH2:21][NH:22][S:43]([C:41]2[CH:40]=[CH:39][C:36]3[S:37][CH2:38][C:33](=[O:32])[NH:34][C:35]=3[N:42]=2)(=[O:45])=[O:44])[CH2:16]1. (2) Given the reactants Br[C:2]1[C:3]([NH2:8])=[N:4][CH:5]=[CH:6][CH:7]=1.[OH:9][C:10]1[CH:15]=[CH:14][C:13](B(O)O)=[CH:12][CH:11]=1.C(=O)([O-])[O-].[Na+].[Na+].CCOC(C)=O, predict the reaction product. The product is: [NH2:8][C:3]1[C:2]([C:13]2[CH:14]=[CH:15][C:10]([OH:9])=[CH:11][CH:12]=2)=[CH:7][CH:6]=[CH:5][N:4]=1. (3) Given the reactants [C:1](=[NH:4])([NH2:3])[CH3:2].Cl.[O-]CC.[Na+].Br/[C:11](=[C:15](/[Br:18])\[CH:16]=O)/[C:12]([OH:14])=[O:13], predict the reaction product. The product is: [Br:18][C:15]1[C:11]([C:12]([OH:14])=[O:13])=[N:4][C:1]([CH3:2])=[N:3][CH:16]=1. (4) Given the reactants [CH3:1][N:2]([CH3:20])[C:3](=[O:19])[CH2:4][N:5]1[CH2:11][CH2:10][C:9]2[CH:12]=[C:13]([N+:16]([O-])=O)[CH:14]=[CH:15][C:8]=2[CH2:7][CH2:6]1.CO, predict the reaction product. The product is: [CH3:1][N:2]([CH3:20])[C:3](=[O:19])[CH2:4][N:5]1[CH2:11][CH2:10][C:9]2[CH:12]=[C:13]([NH2:16])[CH:14]=[CH:15][C:8]=2[CH2:7][CH2:6]1.